From a dataset of Forward reaction prediction with 1.9M reactions from USPTO patents (1976-2016). Predict the product of the given reaction. (1) The product is: [CH2:23]([O:11][N:10]=[CH:9][C:8](=[N:12][NH:13][C:14](=[O:21])[C:15]1[CH:16]=[CH:17][CH:18]=[CH:19][CH:20]=1)[C:4]1[CH:5]=[CH:6][CH:7]=[C:2]([Cl:1])[CH:3]=1)[CH3:24]. Given the reactants [Cl:1][C:2]1[CH:3]=[C:4]([C:8](=[N:12][NH:13][C:14](=[O:21])[C:15]2[CH:20]=[CH:19][CH:18]=[CH:17][CH:16]=2)[CH:9]=[N:10][OH:11])[CH:5]=[CH:6][CH:7]=1.Br[CH2:23][CH3:24].C(=O)([O-])[O-].[K+].[K+].CCOC(C)=O, predict the reaction product. (2) Given the reactants [Br:1][C:2]1[N:7]=[C:6]([C:8](=[O:11])[NH:9][CH3:10])[C:5]([NH:12][C:13]2[C:18]([C:19]([F:22])([F:21])[F:20])=[CH:17][N:16]=[C:15]([NH:23][C:24]3[CH:56]=[CH:55][C:27]([CH2:28][P:29](=[O:54])([O:33][CH2:34][C:35]4([CH2:39][N:40]5[CH:44]=[C:43]([B:45]6[O:49][C:48]([CH3:51])([CH3:50])[C:47]([CH3:53])([CH3:52])[O:46]6)[CH:42]=[N:41]5)[CH2:38][O:37][CH2:36]4)[O:30][CH2:31][CH3:32])=[CH:26][C:25]=3[O:57][CH3:58])[N:14]=2)=[CH:4][CH:3]=1.BrC1N=C(C(=O)NC)C(NC2C(C(F)(F)F)=CN=C(NC3C=CC(CP(=O)(O)OCC)=C([Cl:95])C=3OC)N=2)=CC=1.CC1(C)C(C)(C)OB(C2C=NN(CC3(CO)COC3)C=2)O1, predict the reaction product. The product is: [Br:1][C:2]1[N:7]=[C:6]([C:8](=[O:11])[NH:9][CH3:10])[C:5]([NH:12][C:13]2[C:18]([C:19]([F:21])([F:20])[F:22])=[CH:17][N:16]=[C:15]([NH:23][C:24]3[CH:56]=[CH:55][C:27]([CH2:28][P:29](=[O:54])([O:33][CH2:34][C:35]4([CH2:39][N:40]5[CH:44]=[C:43]([B:45]6[O:49][C:48]([CH3:50])([CH3:51])[C:47]([CH3:53])([CH3:52])[O:46]6)[CH:42]=[N:41]5)[CH2:38][O:37][CH2:36]4)[O:30][CH2:31][CH3:32])=[C:26]([Cl:95])[C:25]=3[O:57][CH3:58])[N:14]=2)=[CH:4][CH:3]=1. (3) Given the reactants CN(C=O)C.[F:6][C:7]1[CH:12]=[CH:11][C:10]([NH:13][C:14]2[NH:18][C:17](/[CH:19]=[CH:20]/[C:21]3[CH:26]=[CH:25][C:24]([N:27]4[CH:31]=[C:30]([CH3:32])[N:29]=[CH:28]4)=[C:23]([O:33][CH3:34])[CH:22]=3)=[N:16][N:15]=2)=[CH:9][CH:8]=1.[C:35](Cl)(=[O:38])[CH:36]=[CH2:37], predict the reaction product. The product is: [F:6][C:7]1[CH:8]=[CH:9][C:10]([N:13]2[C:35](=[O:38])[CH2:36][CH2:37][N:15]3[N:16]=[C:17](/[CH:19]=[CH:20]/[C:21]4[CH:26]=[CH:25][C:24]([N:27]5[CH:31]=[C:30]([CH3:32])[N:29]=[CH:28]5)=[C:23]([O:33][CH3:34])[CH:22]=4)[N:18]=[C:14]23)=[CH:11][CH:12]=1. (4) Given the reactants C([N:14]1[CH2:17][CH:16]([O:18][CH:19]([C:30]2[CH:35]=[CH:34][C:33]([Br:36])=[CH:32][C:31]=2[F:37])[C:20]2[CH:25]=[CH:24][CH:23]=[CH:22][C:21]=2[C:26]([F:29])([F:28])[F:27])[CH2:15]1)(C1C=CC=CC=1)C1C=CC=CC=1.Cl.[Cl:39]C1C=CC=CC=1C(OC1CNC1)C1C=CC(Cl)=CC=1, predict the reaction product. The product is: [ClH:39].[F:29][C:26]([F:27])([F:28])[C:21]1[CH:22]=[CH:23][CH:24]=[CH:25][C:20]=1[CH:19]([O:18][CH:16]1[CH2:17][NH:14][CH2:15]1)[C:30]1[CH:35]=[CH:34][C:33]([Br:36])=[CH:32][C:31]=1[F:37]. (5) Given the reactants [C:1]([O:4][C:5]1[CH:10]=[CH:9][C:8](Br)=[CH:7][C:6]=1[F:12])(=[O:3])[CH3:2].C1(P(C2CCCCC2)[C:20]2C=CC=C[C:21]=2[C:26]2C(OC)=CC=CC=2OC)CCCCC1.C1(B(O)O)CC1.C(=O)([O-])[O-].[Na+].[Na+], predict the reaction product. The product is: [C:1]([O:4][C:5]1[CH:10]=[CH:9][C:8]([CH:26]2[CH2:21][CH2:20]2)=[CH:7][C:6]=1[F:12])(=[O:3])[CH3:2]. (6) The product is: [CH3:12][S:11][C@H:10]1[CH2:9][NH:8][C@@H:7]2[C@@H:3]([OH:2])[CH2:4][O:5][C@H:6]12. Given the reactants Cl.[OH:2][C@@H:3]1[C@H:7]2[N:8](C(OC(C)(C)C)=O)[CH2:9][C@H:10]([S:11][CH3:12])[C@H:6]2[O:5][CH2:4]1, predict the reaction product. (7) Given the reactants C[O:2][C:3](=[O:25])[CH2:4][O:5][C:6]1[C:7]([Br:24])=[CH:8][C:9]2[O:13][C:12]([C:14](=[O:21])[C:15]3[CH:20]=[CH:19][CH:18]=[CH:17][CH:16]=3)=[CH:11][C:10]=2[C:22]=1[Br:23].[K+].[Br-], predict the reaction product. The product is: [C:14]([C:12]1[O:13][C:9]2[CH:8]=[C:7]([Br:24])[C:6]([O:5][CH2:4][C:3]([OH:25])=[O:2])=[C:22]([Br:23])[C:10]=2[CH:11]=1)(=[O:21])[C:15]1[CH:16]=[CH:17][CH:18]=[CH:19][CH:20]=1. (8) Given the reactants [NH4+].[N:2]#[C:3][S-:4].[CH3:5][C:6]([C:8]1[CH:13]=[CH:12][CH:11]=[C:10]([NH2:14])[CH:9]=1)=[O:7], predict the reaction product. The product is: [C:6]([C:8]1[CH:9]=[C:10]([NH:14][C:3]([NH2:2])=[S:4])[CH:11]=[CH:12][CH:13]=1)(=[O:7])[CH3:5].